From a dataset of Retrosynthesis with 50K atom-mapped reactions and 10 reaction types from USPTO. Predict the reactants needed to synthesize the given product. Given the product CC(C)(C)CCN1C(=O)[C@H](CC(=O)N2CCC(N3CCc4ccccc4NC3=O)CC2)SC1c1cccc(F)c1NCCN1CCOCC1, predict the reactants needed to synthesize it. The reactants are: CC(C)(C)CCN1C(=O)C(CC(=O)O)SC1c1cccc(F)c1NCCN1CCOCC1.O=C1Nc2ccccc2CCN1C1CCNCC1.